Dataset: Full USPTO retrosynthesis dataset with 1.9M reactions from patents (1976-2016). Task: Predict the reactants needed to synthesize the given product. (1) Given the product [Cl:1][C:2]1[CH:3]=[C:4]([C@H:8]2[O:17][C:11](=[O:12])[N:10]([CH2:18][CH2:19][C:20]3[CH:25]=[CH:24][C:23]([S:26]([C:29]4[CH:34]=[CH:33][C:32]([O:35][C:40]([CH3:47])([CH3:46])[C:41]([O:43][CH2:44][CH3:45])=[O:42])=[CH:31][CH:30]=4)(=[O:27])=[O:28])=[CH:22][CH:21]=3)[CH2:9]2)[CH:5]=[CH:6][CH:7]=1, predict the reactants needed to synthesize it. The reactants are: [Cl:1][C:2]1[CH:3]=[C:4]([C@@H:8](O)[CH2:9][N:10]([CH2:18][CH2:19][C:20]2[CH:25]=[CH:24][C:23]([S:26]([C:29]3[CH:34]=[CH:33][C:32]([OH:35])=[CH:31][CH:30]=3)(=[O:28])=[O:27])=[CH:22][CH:21]=2)[C:11](=[O:17])[O:12]C(C)(C)C)[CH:5]=[CH:6][CH:7]=1.[H-].[Na+].Br[C:40]([CH3:47])([CH3:46])[C:41]([O:43][CH2:44][CH3:45])=[O:42].O. (2) Given the product [CH3:19][O:18][C:11]1[CH:12]=[CH:13][CH:14]=[C:15]([O:16][CH3:17])[C:10]=1[CH:2]1[N:1]([CH2:31][C:28]2[CH:27]=[C:26]([C:20]3[CH:21]=[CH:22][CH:23]=[CH:24][CH:25]=3)[O:30][N:29]=2)[C:6](=[O:8])[CH2:5][CH2:4][CH2:3]1, predict the reactants needed to synthesize it. The reactants are: [NH2:1][CH:2]([C:10]1[C:15]([O:16][CH3:17])=[CH:14][CH:13]=[CH:12][C:11]=1[O:18][CH3:19])[CH2:3][CH2:4][CH2:5][C:6]([O:8]C)=O.[C:20]1([C:26]2[O:30][N:29]=[C:28]([CH:31]=O)[CH:27]=2)[CH:25]=[CH:24][CH:23]=[CH:22][CH:21]=1. (3) Given the product [CH3:46][S:47]([O:24][CH2:23][CH2:22][C:15]1[C:16]2[C:21](=[CH:20][CH:19]=[CH:18][CH:17]=2)[C:12]([NH:11][C:9]([O:8][CH2:1][C:2]2[CH:3]=[CH:4][CH:5]=[CH:6][CH:7]=2)=[O:10])=[CH:13][C:14]=1[NH:25][C:26]([C:28]1[NH:29][C:30]2[C:35]([CH:36]=1)=[CH:34][C:33]([O:37][CH3:38])=[CH:32][CH:31]=2)=[O:27])(=[O:49])=[O:48], predict the reactants needed to synthesize it. The reactants are: [CH2:1]([O:8][C:9]([NH:11][C:12]1[C:21]2[C:16](=[CH:17][CH:18]=[CH:19][CH:20]=2)[C:15]([CH2:22][CH2:23][OH:24])=[C:14]([NH:25][C:26]([C:28]2[NH:29][C:30]3[C:35]([CH:36]=2)=[CH:34][C:33]([O:37][CH3:38])=[CH:32][CH:31]=3)=[O:27])[CH:13]=1)=[O:10])[C:2]1[CH:7]=[CH:6][CH:5]=[CH:4][CH:3]=1.C(N(CC)CC)C.[CH3:46][S:47](Cl)(=[O:49])=[O:48]. (4) The reactants are: [Br:1][C:2]1[CH:3]=[CH:4][C:5]([N+:9]([O-])=O)=[C:6]([CH:8]=1)[NH2:7].ClC(Cl)(O[C:16](=[O:22])OC(Cl)(Cl)Cl)Cl.[NH:24]1[CH2:28][CH2:27][CH2:26][CH2:25]1. Given the product [NH2:9][C:5]1[CH:4]=[CH:3][C:2]([Br:1])=[CH:8][C:6]=1[NH:7][C:16]([N:24]1[CH2:28][CH2:27][CH2:26][CH2:25]1)=[O:22], predict the reactants needed to synthesize it. (5) Given the product [Cl:46][C:33]1[CH:32]=[C:31]([N:22]([C:23]2[CH:28]=[CH:27][C:26]([F:29])=[CH:25][C:24]=2[CH3:30])[C:21]([O:20][CH:18]([O:14][C:13](=[O:15])[CH2:12][CH2:11][C:9]([O:8][CH2:1][C:2]2[CH:7]=[CH:6][CH:5]=[CH:4][CH:3]=2)=[O:10])[CH3:19])=[O:47])[CH:36]=[CH:35][C:34]=1[C:37](=[O:45])[C:38]1[CH:43]=[CH:42][CH:41]=[CH:40][C:39]=1[CH3:44], predict the reactants needed to synthesize it. The reactants are: [CH2:1]([O:8][C:9]([CH2:11][CH2:12][C:13]([O-:15])=[O:14])=[O:10])[C:2]1[CH:7]=[CH:6][CH:5]=[CH:4][CH:3]=1.[Na+].Cl[CH:18]([O:20][C:21](=[O:47])[N:22]([C:31]1[CH:36]=[CH:35][C:34]([C:37](=[O:45])[C:38]2[CH:43]=[CH:42][CH:41]=[CH:40][C:39]=2[CH3:44])=[C:33]([Cl:46])[CH:32]=1)[C:23]1[CH:28]=[CH:27][C:26]([F:29])=[CH:25][C:24]=1[CH3:30])[CH3:19].O.CCOC(C)=O.